This data is from KCNQ2 potassium channel screen with 302,405 compounds. The task is: Binary Classification. Given a drug SMILES string, predict its activity (active/inactive) in a high-throughput screening assay against a specified biological target. The compound is O(C1CCN(CC1)Cc1cc(OC)cc(OC)c1)c1cc(C(=O)NC2CC2)ccc1OC. The result is 0 (inactive).